This data is from Catalyst prediction with 721,799 reactions and 888 catalyst types from USPTO. The task is: Predict which catalyst facilitates the given reaction. (1) Reactant: [N+:1]([C:4]1[CH:13]=[CH:12][C:11]([OH:14])=[C:10]2[C:5]=1[CH:6]=[CH:7][CH:8]=[N:9]2)([O-:3])=[O:2].C1(P(C2C=CC=CC=2)C2C=CC=CC=2)C=CC=CC=1.[NH2:34][C:35]1[CH:40]=[C:39]([CH2:41]O)[CH:38]=[CH:37][N:36]=1.CC(OC(/N=N/C(OC(C)C)=O)=O)C. Product: [N+:1]([C:4]1[CH:13]=[CH:12][C:11]([O:14][CH2:41][C:39]2[CH:38]=[CH:37][N:36]=[C:35]([NH2:34])[CH:40]=2)=[C:10]2[C:5]=1[CH:6]=[CH:7][CH:8]=[N:9]2)([O-:3])=[O:2]. The catalyst class is: 1. (2) Reactant: Br[C:2]1[S:3][CH:4]=[C:5]([CH2:7][O:8][Si:9]([C:12]([CH3:15])([CH3:14])[CH3:13])([CH3:11])[CH3:10])[N:6]=1.C([Li])CCC.[O:21]=[C:22]1[CH2:27][CH2:26][CH:25]([C:28]([O:30][C:31]([CH3:34])([CH3:33])[CH3:32])=[O:29])[CH2:24][CH2:23]1. Product: [Si:9]([O:8][CH2:7][C:5]1[N:6]=[C:2]([C:22]2([OH:21])[CH2:23][CH2:24][CH:25]([C:28]([O:30][C:31]([CH3:33])([CH3:32])[CH3:34])=[O:29])[CH2:26][CH2:27]2)[S:3][CH:4]=1)([C:12]([CH3:15])([CH3:14])[CH3:13])([CH3:11])[CH3:10]. The catalyst class is: 1. (3) Reactant: [CH3:1][O:2][CH:3]1[CH2:6][N:5]([CH2:7][C:8]#[N:9])[CH2:4]1. Product: [CH3:1][O:2][CH:3]1[CH2:6][N:5]([CH2:7][CH2:8][NH2:9])[CH2:4]1. The catalyst class is: 592. (4) Reactant: Br[C:2]1[CH:16]=[CH:15][C:5]([CH2:6][O:7][Si:8]([C:11]([CH3:14])([CH3:13])[CH3:12])([CH3:10])[CH3:9])=[CH:4][CH:3]=1.C([Li])CCC.CCCCCC.CN([CH:31]=[O:32])C. Product: [Si:8]([O:7][CH2:6][C:5]1[CH:15]=[CH:16][C:2]([CH:31]=[O:32])=[CH:3][CH:4]=1)([C:11]([CH3:14])([CH3:13])[CH3:12])([CH3:10])[CH3:9]. The catalyst class is: 1. (5) Reactant: [F:1][C:2]1[CH:7]=[CH:6][N:5]=[C:4]2[N:8]([Si:11]([CH:18]([CH3:20])[CH3:19])([CH:15]([CH3:17])[CH3:16])[CH:12]([CH3:14])[CH3:13])[CH:9]=[CH:10][C:3]=12.C([Li])(CC)C.C1CCCCC1.C(Br)(Br)(Br)[Br:33]. Product: [Br:33][C:7]1[C:2]([F:1])=[C:3]2[CH:10]=[CH:9][N:8]([Si:11]([CH:15]([CH3:17])[CH3:16])([CH:18]([CH3:20])[CH3:19])[CH:12]([CH3:13])[CH3:14])[C:4]2=[N:5][CH:6]=1. The catalyst class is: 1. (6) Reactant: [CH2:1]([Mg]Cl)[CH:2]=[CH2:3].[O:6]1[C:10]2([CH2:15][CH2:14][C:13](=[N:16][S:17]([C:19]([CH3:22])([CH3:21])[CH3:20])=[O:18])[CH2:12][CH2:11]2)[O:9][CH2:8][CH2:7]1. Product: [CH2:3]([C:13]1([NH:16][S:17]([C:19]([CH3:22])([CH3:21])[CH3:20])=[O:18])[CH2:12][CH2:11][C:10]2([O:9][CH2:8][CH2:7][O:6]2)[CH2:15][CH2:14]1)[CH:2]=[CH2:1]. The catalyst class is: 7. (7) Reactant: Cl[C:2]1[CH:7]=[C:6]([Cl:8])[N:5]=[C:4]([C:9]2[CH:14]=[CH:13][CH:12]=[C:11]([Cl:15])[N:10]=2)[N:3]=1.Cl.[F:17][C:18]([F:23])([F:22])[CH:19]([NH2:21])[CH3:20].[F-].[Cs+].CCN(C(C)C)C(C)C. Product: [Cl:8][C:6]1[N:5]=[C:4]([C:9]2[CH:14]=[CH:13][CH:12]=[C:11]([Cl:15])[N:10]=2)[N:3]=[C:2]([NH:21][C@H:19]([CH3:20])[C:18]([F:23])([F:22])[F:17])[CH:7]=1. The catalyst class is: 16. (8) Product: [OH:4][C:5]1[CH:10]=[CH:9][CH:8]=[CH:7][C:6]=1[CH:11]=[CH:12][C:13]([NH:15][C@H:16]([C:28]([OH:30])=[O:29])[CH2:17][C:18]1[C:26]2[C:21](=[CH:22][CH:23]=[CH:24][CH:25]=2)[N:20]([CH3:27])[CH:19]=1)=[O:14]. The catalyst class is: 5. Reactant: C([O:4][C:5]1[CH:10]=[CH:9][CH:8]=[CH:7][C:6]=1[CH:11]=[CH:12][C:13]([NH:15][C@H:16]([C:28]([O:30]C)=[O:29])[CH2:17][C:18]1[C:26]2[C:21](=[CH:22][CH:23]=[CH:24][CH:25]=2)[N:20]([CH3:27])[CH:19]=1)=[O:14])(=O)C.[OH-].[Na+]. (9) Reactant: C([O:8][C:9]1[C:14](=[O:15])[N:13]=[C:12]([CH2:16][C:17]2([C:22]3[CH:27]=[CH:26][C:25]([Cl:28])=[CH:24][CH:23]=3)[CH2:21][CH2:20][CH2:19][CH2:18]2)[N:11]2[CH2:29][CH2:30][N:31]([CH2:34][CH:35]3[CH2:37][CH2:36]3)[C:32](=[O:33])[C:10]=12)C1C=CC=CC=1.OS(O)(=O)=O.CO.CCCCCC. Product: [Cl:28][C:25]1[CH:26]=[CH:27][C:22]([C:17]2([CH2:16][C:12]3[N:11]4[CH2:29][CH2:30][N:31]([CH2:34][CH:35]5[CH2:36][CH2:37]5)[C:32](=[O:33])[C:10]4=[C:9]([OH:8])[C:14](=[O:15])[N:13]=3)[CH2:21][CH2:20][CH2:19][CH2:18]2)=[CH:23][CH:24]=1. The catalyst class is: 676. (10) Reactant: [NH2:1][C:2]1[CH:3]=[C:4]2[C:9](=[CH:10][C:11]=1[NH:12][CH2:13][CH3:14])[N:8]=[CH:7][N:6]=[C:5]2[N:15]1[CH2:20][CH2:19][N:18]([C:21](=[S:30])[NH:22][CH2:23][C:24]2[CH:29]=[CH:28][CH:27]=[CH:26][CH:25]=2)[CH2:17][CH2:16]1.C(N(CC)CC)C.[CH3:38][S:39](Cl)(=[O:41])=[O:40].[Cl-].[Na+]. The catalyst class is: 35. Product: [CH2:23]([NH:22][C:21]([N:18]1[CH2:19][CH2:20][N:15]([C:5]2[C:4]3[C:9](=[CH:10][C:11]([NH:12][CH2:13][CH3:14])=[C:2]([NH:1][S:39]([CH3:38])(=[O:41])=[O:40])[CH:3]=3)[N:8]=[CH:7][N:6]=2)[CH2:16][CH2:17]1)=[S:30])[C:24]1[CH:29]=[CH:28][CH:27]=[CH:26][CH:25]=1.